Dataset: Forward reaction prediction with 1.9M reactions from USPTO patents (1976-2016). Task: Predict the product of the given reaction. (1) Given the reactants C([O:4][C:5]1[CH:13]=[CH:12][CH:11]=[C:10]2[C:6]=1[CH:7]=[CH:8][N:9]2[S:14]([C:17]1[CH:22]=[CH:21][C:20]([CH3:23])=[CH:19][CH:18]=1)(=[O:16])=[O:15])C=C.[C:24]1(C)[CH:29]=C(C)C=C(C)[CH:25]=1, predict the reaction product. The product is: [CH2:29]([C:13]1[CH:12]=[CH:11][C:10]2[N:9]([S:14]([C:17]3[CH:22]=[CH:21][C:20]([CH3:23])=[CH:19][CH:18]=3)(=[O:15])=[O:16])[CH:8]=[CH:7][C:6]=2[C:5]=1[OH:4])[CH:24]=[CH2:25]. (2) Given the reactants ClC1C=NC2C=C3CCN([C:17](=[O:22])[C:18]([F:21])([F:20])[F:19])CCC3=CC=2N=1.[CH3:23][O:24][C:25]1[CH:26]=[N:27][C:28]2[CH:29]=[C:30]3[CH2:39][CH2:38][NH:37][CH2:36][CH2:35][C:31]3=[CH:32][C:33]=2[N:34]=1.C(=O)([O-])[O-].[K+].[K+], predict the reaction product. The product is: [F:19][C:18]([F:21])([F:20])[C:17]([OH:22])=[O:24].[CH3:23][O:24][C:25]1[CH:26]=[N:27][C:28]2[CH:29]=[C:30]3[CH2:39][CH2:38][NH:37][CH2:36][CH2:35][C:31]3=[CH:32][C:33]=2[N:34]=1.